This data is from Forward reaction prediction with 1.9M reactions from USPTO patents (1976-2016). The task is: Predict the product of the given reaction. Given the reactants C(OCOC([C:9]1[CH:14]=[CH:13][C:12]([CH3:15])=[CH:11][C:10]=1[B:16]1[O:20][C:19]([CH3:22])([CH3:21])C(C)(C)[O:17]1)(C)C)C.Cl, predict the reaction product. The product is: [CH3:22][C:19]1([CH3:21])[O:20][B:16]([OH:17])[C:10]2[CH:11]=[C:12]([CH3:15])[CH:13]=[CH:14][C:9]1=2.